Dataset: Forward reaction prediction with 1.9M reactions from USPTO patents (1976-2016). Task: Predict the product of the given reaction. (1) The product is: [Cl:21][C:22]1[CH:23]=[C:24]([NH:28][C:2]2[C:11]3[C:6](=[CH:7][C:8]([O:12][CH3:13])=[CH:9][CH:10]=3)[CH:5]=[C:4]([NH:14][C:15]3[CH:19]=[C:18]([CH3:20])[NH:17][N:16]=3)[N:3]=2)[CH:25]=[CH:26][CH:27]=1. Given the reactants Cl[C:2]1[C:11]2[C:6](=[CH:7][C:8]([O:12][CH3:13])=[CH:9][CH:10]=2)[CH:5]=[C:4]([NH:14][C:15]2[CH:19]=[C:18]([CH3:20])[NH:17][N:16]=2)[N:3]=1.[Cl:21][C:22]1[CH:23]=[C:24]([NH2:28])[CH:25]=[CH:26][CH:27]=1, predict the reaction product. (2) Given the reactants C(Cl)(=O)C(Cl)=O.CS(C)=O.[F:11][C:12]([F:23])([F:22])[O:13][C:14]1[CH:15]=[C:16]([CH:19]=[CH:20][CH:21]=1)[CH2:17][OH:18].C(N(CC)CC)C, predict the reaction product. The product is: [F:11][C:12]([F:22])([F:23])[O:13][C:14]1[CH:15]=[C:16]([CH:19]=[CH:20][CH:21]=1)[CH:17]=[O:18]. (3) Given the reactants [C:1]([O:5][CH2:6][CH3:7])(=[O:4])[CH:2]=[CH2:3].[N:8]1([C:20]([O:22][C:23]([CH3:26])([CH3:25])[CH3:24])=[O:21])[CH2:13][CH2:12][CH:11]([CH:14]2[CH2:19][CH2:18][NH:17][CH2:16][CH2:15]2)[CH2:10][CH2:9]1, predict the reaction product. The product is: [CH2:6]([O:5][C:1]([CH2:2][CH2:3][N:17]1[CH2:16][CH2:15][CH:14]([CH:11]2[CH2:10][CH2:9][N:8]([C:20]([O:22][C:23]([CH3:26])([CH3:25])[CH3:24])=[O:21])[CH2:13][CH2:12]2)[CH2:19][CH2:18]1)=[O:4])[CH3:7]. (4) Given the reactants C([O:3][C:4](=[O:48])[CH2:5][CH2:6][CH2:7][O:8][C:9]1[CH:14]=[CH:13][CH:12]=[C:11]([CH2:15][CH2:16][CH2:17][CH2:18][CH2:19][CH2:20][O:21][C:22]2[CH:27]=[C:26]([C:28]3[CH:32]=[CH:31][S:30][CH:29]=3)[CH:25]=[C:24]([O:33][CH2:34][C:35]3[CH:40]=[CH:39][CH:38]=[CH:37][CH:36]=3)[CH:23]=2)[C:10]=1[CH2:41][CH2:42][C:43]([O:45]CC)=[O:44])C.[OH-].[Na+], predict the reaction product. The product is: [CH2:34]([O:33][C:24]1[CH:23]=[C:22]([CH:27]=[C:26]([C:28]2[CH:32]=[CH:31][S:30][CH:29]=2)[CH:25]=1)[O:21][CH2:20][CH2:19][CH2:18][CH2:17][CH2:16][CH2:15][C:11]1[C:10]([CH2:41][CH2:42][C:43]([OH:45])=[O:44])=[C:9]([CH:14]=[CH:13][CH:12]=1)[O:8][CH2:7][CH2:6][CH2:5][C:4]([OH:48])=[O:3])[C:35]1[CH:36]=[CH:37][CH:38]=[CH:39][CH:40]=1. (5) Given the reactants [P:1]([O:11][CH2:12][C:13]1[C:18]([CH3:19])=[CH:17][CH:16]=[CH:15][C:14]=1[CH2:20][OH:21])([O:7][CH2:8][CH:9]=[CH2:10])([O:3][CH2:4][CH:5]=[CH2:6])=[O:2].CC(C)=[O:24].OS(O)(=O)=O.O=[Cr](=O)=O.S(=O)(=O)(O)O.CC(O)C, predict the reaction product. The product is: [CH2:4]([O:3][P:1]([O:11][CH2:12][C:13]1[C:18]([CH3:19])=[CH:17][CH:16]=[CH:15][C:14]=1[C:20]([OH:24])=[O:21])([O:7][CH2:8][CH:9]=[CH2:10])=[O:2])[CH:5]=[CH2:6]. (6) Given the reactants Br[C:2]1[N:7]=[CH:6][C:5]([C:8]2[N:17]([C:18]3[CH:23]=[CH:22][C:21]([Cl:24])=[CH:20][CH:19]=3)[C:16](=[O:25])[C:15]3[C:10](=[CH:11][CH:12]=[CH:13][CH:14]=3)[N:9]=2)=[CH:4][CH:3]=1.CC([O-])(C)C.[Na+].[CH2:32]([NH:34][CH2:35][CH3:36])[CH3:33], predict the reaction product. The product is: [Cl:24][C:21]1[CH:22]=[CH:23][C:18]([N:17]2[C:16](=[O:25])[C:15]3[C:10](=[CH:11][CH:12]=[CH:13][CH:14]=3)[N:9]=[C:8]2[C:5]2[CH:6]=[N:7][C:2]([N:34]([CH2:35][CH3:36])[CH2:32][CH3:33])=[CH:3][CH:4]=2)=[CH:19][CH:20]=1. (7) Given the reactants [NH2:1][C:2]1[S:3][C:4]([N:12]2[CH2:17][CH2:16][O:15][CH2:14][CH2:13]2)=[C:5]([C:7]2[O:8][CH:9]=[CH:10][CH:11]=2)[N:6]=1.[C:18]([O:22][C:23]([N:25]1[CH2:30][CH2:29][CH:28]([C:31](O)=[O:32])[CH2:27][CH2:26]1)=[O:24])([CH3:21])([CH3:20])[CH3:19].C1CN([P+](ON2N=NC3C=CC=CC2=3)(N2CCCC2)N2CCCC2)CC1.F[P-](F)(F)(F)(F)F.C(N(CC)CC)C, predict the reaction product. The product is: [C:18]([O:22][C:23]([N:25]1[CH2:30][CH2:29][CH:28]([C:31]([NH:1][C:2]2[S:3][C:4]([N:12]3[CH2:13][CH2:14][O:15][CH2:16][CH2:17]3)=[C:5]([C:7]3[O:8][CH:9]=[CH:10][CH:11]=3)[N:6]=2)=[O:32])[CH2:27][CH2:26]1)=[O:24])([CH3:21])([CH3:20])[CH3:19]. (8) Given the reactants [Br:1][C:2]1[CH:7]=[CH:6][C:5]([CH2:8][CH2:9][C:10](O)=[O:11])=[CH:4][CH:3]=1.Cl, predict the reaction product. The product is: [Br:1][C:2]1[CH:3]=[CH:4][C:5]([CH2:8][CH2:9][CH2:10][OH:11])=[CH:6][CH:7]=1. (9) Given the reactants [F:1][C:2]1[CH:7]=[CH:6][C:5]([OH:8])=[CH:4][CH:3]=1.Br[CH2:10][C@H:11]([CH3:14])[CH2:12][Cl:13], predict the reaction product. The product is: [Cl:13][CH2:12][C@@H:11]([CH3:14])[CH2:10][O:8][C:5]1[CH:6]=[CH:7][C:2]([F:1])=[CH:3][CH:4]=1. (10) Given the reactants C(O[BH-](OC(=O)C)OC(=O)C)(=O)C.[Na+].[C:15]([C:17]1[CH:24]=[CH:23][C:20]([CH:21]=O)=[CH:19][CH:18]=1)#[CH:16].[CH2:25]([NH:27][CH2:28][CH3:29])[CH3:26].C(O)(=O)C, predict the reaction product. The product is: [CH2:25]([N:27]([CH2:21][C:20]1[CH:23]=[CH:24][C:17]([C:15]#[CH:16])=[CH:18][CH:19]=1)[CH2:28][CH3:29])[CH3:26].